This data is from Reaction yield outcomes from USPTO patents with 853,638 reactions. The task is: Predict the reaction yield, written as a fraction of the theoretical maximum amount of product (1.0 means a 100% yield; for example, 0.34 means a 34% yield). (1) The reactants are [CH3:1][O:2][C:3]([C:5]1[S:9][C:8]2[CH:10]=[C:11](C(O)=O)[CH:12]=[CH:13][C:7]=2[C:6]=1[O:17][CH2:18][C:19]([O:21][CH3:22])=[O:20])=[O:4].C([N:25]([CH2:28]C)CC)C.[C:30]([OH:34])([CH3:33])([CH3:32])[CH3:31].C1(P(N=[N+]=[N-])(C2C=CC=CC=2)=[O:42])C=CC=CC=1. The catalyst is C1(C)C=CC=CC=1.C(OCC)(=O)C. The product is [CH3:1][O:2][C:3]([C:5]1[S:9][C:8]2[CH:10]=[C:11]([NH:25][C:28]([O:34][C:30]([CH3:33])([CH3:32])[CH3:31])=[O:42])[CH:12]=[CH:13][C:7]=2[C:6]=1[O:17][CH2:18][C:19]([O:21][CH3:22])=[O:20])=[O:4]. The yield is 0.670. (2) The reactants are [CH3:1][O:2][C:3](=[O:24])[C:4]1[CH:9]=[CH:8][C:7]([OH:10])=[C:6]([NH:11][S:12]([C:15]2[CH:20]=[C:19]([Cl:21])[CH:18]=[CH:17][C:16]=2[O:22][CH3:23])(=[O:14])=[O:13])[CH:5]=1.CO[CH:27](OC)[C:28]1[CH:33]=[CH:32][CH:31]=[CH:30][CH:29]=1.O.C1(C)C=CC(S(O)(=O)=O)=CC=1. The catalyst is CCCCCCC. The product is [CH3:1][O:2][C:3]([C:4]1[CH:9]=[CH:8][C:7]2[O:10][CH:27]([C:28]3[CH:33]=[CH:32][CH:31]=[CH:30][CH:29]=3)[N:11]([S:12]([C:15]3[CH:20]=[C:19]([Cl:21])[CH:18]=[CH:17][C:16]=3[O:22][CH3:23])(=[O:13])=[O:14])[C:6]=2[CH:5]=1)=[O:24]. The yield is 0.840. (3) The reactants are S([O-])([O-])=O.[Na+].[Na+].[F:7][C:8]1[CH:13]=[C:12]([F:14])[C:11]([F:15])=[CH:10][C:9]=1[S:16](Cl)(=[O:18])=[O:17].S(Cl)(Cl)(=O)=O.[OH-].[Na+].OS(O)(=O)=O. The catalyst is O.O1CCOCC1. The product is [F:7][C:8]1[CH:13]=[C:12]([F:14])[C:11]([F:15])=[CH:10][C:9]=1[S:16]([OH:18])=[O:17]. The yield is 1.00. (4) The reactants are [F:1][CH:2]([F:15])[C@@H:3]1[C@@H:12]([OH:13])[C@H:11]([OH:14])[C@H:6]2[NH:7][C:8](=[S:10])[O:9][C@H:5]2[CH2:4]1.[CH3:16]I.[OH-].[Na+]. The catalyst is CCO. The product is [F:15][CH:2]([F:1])[C@@H:3]1[C@@H:12]([OH:13])[C@H:11]([OH:14])[C@H:6]2[N:7]=[C:8]([S:10][CH3:16])[O:9][C@H:5]2[CH2:4]1. The yield is 0.880. (5) The reactants are [Cl:1][C:2]1[C:3]([N+:9]([O-])=O)=[C:4]([CH:6]=[CH:7][CH:8]=1)[NH2:5].C(O)(=O)C. The catalyst is C(O)(C)C.O.[Ni]. The product is [Cl:1][C:2]1[CH:8]=[CH:7][CH:6]=[C:4]([NH2:5])[C:3]=1[NH2:9]. The yield is 0.670. (6) The reactants are [CH3:1][S:2][CH2:3][C:4]1([C:7]([O:9]CC)=[O:8])[CH2:6][CH2:5]1.C[S-].[Na+].CS(OCC1(C(OCC)=O)CC1)(=O)=O. The catalyst is CN(C)C=O.O. The product is [CH3:1][S:2][CH2:3][C:4]1([C:7]([OH:9])=[O:8])[CH2:6][CH2:5]1. The yield is 0.990. (7) The reactants are [CH:1]1([C:4]2[C:5]([CH3:23])=[CH:6][C:7]([N+:20]([O-])=O)=[C:8]([CH:19]=2)[NH:9][CH2:10][CH2:11][CH2:12][C:13]2[CH:18]=[CH:17][CH:16]=[CH:15][CH:14]=2)[CH2:3][CH2:2]1.[H][H]. The catalyst is [Ni].C(O)C.C(OCC)(=O)C. The product is [CH:1]1([C:4]2[CH:19]=[C:8]([NH:9][CH2:10][CH2:11][CH2:12][C:13]3[CH:14]=[CH:15][CH:16]=[CH:17][CH:18]=3)[C:7]([NH2:20])=[CH:6][C:5]=2[CH3:23])[CH2:3][CH2:2]1. The yield is 0.960. (8) The reactants are [CH2:1]([C:3]1[C:8]([O:9][C:10]2[C:11]([NH:23][C:24]3[S:28][N:27]=[C:26]([C@H:29]4[C@H:33]([CH2:34][O:35][CH3:36])[O:32]C5(CCCCC5)[O:30]4)[N:25]=3)=[N:12][CH:13]=[C:14]([S:16][C:17]3[CH:22]=[CH:21][CH:20]=[CH:19][N:18]=3)[CH:15]=2)=[CH:7][CH:6]=[CH:5][N:4]=1)[CH3:2].[ClH:42]. The catalyst is CCO. The product is [ClH:42].[CH2:1]([C:3]1[C:8]([O:9][C:10]2[C:11]([NH:23][C:24]3[S:28][N:27]=[C:26]([C@H:29]([OH:30])[C@@H:33]([OH:32])[CH2:34][O:35][CH3:36])[N:25]=3)=[N:12][CH:13]=[C:14]([S:16][C:17]3[CH:22]=[CH:21][CH:20]=[CH:19][N:18]=3)[CH:15]=2)=[CH:7][CH:6]=[CH:5][N:4]=1)[CH3:2]. The yield is 0.646. (9) The reactants are [NH:1]1[CH:5]=[CH:4][CH:3]=[C:2]1[CH:6]=O.[CH:8]([P:11]([CH:15]([CH3:17])[CH3:16])[CH2:12][CH2:13][NH2:14])([CH3:10])[CH3:9]. No catalyst specified. The product is [NH:1]1[CH:5]=[CH:4][CH:3]=[C:2]1[CH:6]=[N:14][CH2:13][CH2:12][P:11]([CH:15]([CH3:17])[CH3:16])[CH:8]([CH3:10])[CH3:9]. The yield is 0.970. (10) The reactants are [CH3:1][NH:2][CH2:3][CH2:4][C@H:5]([O:11][C:12]1[C:21]2[C:16](=[CH:17][CH:18]=[CH:19][CH:20]=2)[CH:15]=[CH:14][CH:13]=1)[C:6]1[S:10][CH:9]=[CH:8][CH:7]=1.[ClH:22]. The catalyst is CO. The product is [CH3:1][NH:2][CH2:3][CH2:4][C@H:5]([O:11][C:12]1[C:21]2[C:16](=[CH:17][CH:18]=[CH:19][CH:20]=2)[CH:15]=[CH:14][CH:13]=1)[C:6]1[S:10][CH:9]=[CH:8][CH:7]=1.[ClH:22]. The yield is 0.625.